Dataset: Full USPTO retrosynthesis dataset with 1.9M reactions from patents (1976-2016). Task: Predict the reactants needed to synthesize the given product. (1) Given the product [F:26][C:27]1[C:32]([O:33][CH3:34])=[CH:31][CH:30]=[CH:29][C:28]=1[C:9]1[N:13]2[C:14]3[N:22]=[C:21]([O:23][CH3:24])[CH:20]=[CH:19][C:15]=3[N:16]=[C:17]([CH3:18])[C:12]2=[C:11]([CH3:25])[N:10]=1, predict the reactants needed to synthesize it. The reactants are: ClC1C=C([C:9]2[N:13]3[C:14]4[N:22]=[C:21]([O:23][CH3:24])[CH:20]=[CH:19][C:15]=4[N:16]=[C:17]([CH3:18])[C:12]3=[C:11]([CH3:25])[N:10]=2)C=C(Cl)C=1.[F:26][C:27]1[C:32]([O:33][CH3:34])=[CH:31][CH:30]=[CH:29][C:28]=1B(O)O. (2) Given the product [I:6][C:7]1[CH:8]=[N:9][N:10]([CH2:16][CH2:15][N:14]([CH3:18])[CH3:13])[CH:11]=1, predict the reactants needed to synthesize it. The reactants are: CN(C)C=O.[I:6][C:7]1[CH:8]=[N:9][NH:10][CH:11]=1.Cl.[CH3:13][N:14]([CH3:18])[CH2:15][CH2:16]Cl.C(=O)([O-])[O-].[K+].[K+].